This data is from Catalyst prediction with 721,799 reactions and 888 catalyst types from USPTO. The task is: Predict which catalyst facilitates the given reaction. Reactant: [C:1]1([CH3:20])[CH:6]=[C:5]([CH3:7])[CH:4]=[C:3]([CH3:8])[C:2]=1[NH:9][C:10]1[S:11][C:12]2[C:18]([NH2:19])=[CH:17][CH:16]=[CH:15][C:13]=2[N:14]=1.[CH:21](=O)[CH2:22][CH3:23].C(O[BH-](O[C:35](=O)[CH3:36])OC(=O)C)(=O)C.[Na+].Cl[CH:40](Cl)C. Product: [C:1]1([CH3:20])[CH:6]=[C:5]([CH3:7])[CH:4]=[C:3]([CH3:8])[C:2]=1[NH:9][C:10]1[S:11][C:12]2[C:18]([N:19]([CH2:40][CH2:35][CH3:36])[CH2:21][CH2:22][CH3:23])=[CH:17][CH:16]=[CH:15][C:13]=2[N:14]=1. The catalyst class is: 15.